Dataset: Retrosynthesis with 50K atom-mapped reactions and 10 reaction types from USPTO. Task: Predict the reactants needed to synthesize the given product. (1) Given the product CCn1c(C(=O)NC(c2cccc(C(F)(F)F)c2)C(F)(F)F)cc2cc(C(=O)NC3CC3)c(C)nc21, predict the reactants needed to synthesize it. The reactants are: CCn1c(C(=O)NC(c2cccc(C(F)(F)F)c2)C(F)(F)F)cc2cc(C(=O)O)c(C)nc21.NC1CC1. (2) Given the product N#CC1(N2CCC3(CC2)C(=O)NCN3c2ccccc2)CCCCCC1, predict the reactants needed to synthesize it. The reactants are: O=C1CCCCCC1.O=C1NCN(c2ccccc2)C12CCNCC2.[C-]#N. (3) Given the product O=C(O)C(F)(F)F, predict the reactants needed to synthesize it. The reactants are: O=C(Cl)Cc1ccccc1.O=C(Nc1ccc2cc1CCc1cccc(c1)Nc1ncc(Cl)c(n1)N2)C1CCNCC1.